The task is: Predict which catalyst facilitates the given reaction.. This data is from Catalyst prediction with 721,799 reactions and 888 catalyst types from USPTO. (1) Reactant: [CH2:1](CCCC(O)=O)[C:2]1[CH:7]=[CH:6][CH:5]=[CH:4][CH:3]=1.C(N1[CH:25]=[CH:24][N:23]=[CH:22]1)([N:23]1[CH:24]=[CH:25]N=[CH:22]1)=O.Cl.CN[NH:29][CH3:30].[OH2:31].[C:32](OCC)(=[O:34])[CH3:33]. Product: [CH3:22][N:23]([C:24](=[O:31])[CH2:25][CH2:33][CH2:32][O:34][CH2:1][C:2]1[CH:3]=[CH:4][CH:5]=[CH:6][CH:7]=1)[NH:29][CH3:30]. The catalyst class is: 9. (2) Reactant: [CH3:1][O:2][C:3](=[O:20])[C@@H:4]1[CH2:8][C:7](=[CH2:9])[CH2:6][N:5]1C(OCC1C=CC=CC=1)=O. Product: [CH3:1][O:2][C:3](=[O:20])[C@@H:4]1[CH2:8][CH:7]([CH3:9])[CH2:6][NH:5]1. The catalyst class is: 43.